This data is from Retrosynthesis with 50K atom-mapped reactions and 10 reaction types from USPTO. The task is: Predict the reactants needed to synthesize the given product. (1) Given the product CC(C)NC(=O)c1cc[nH]c1, predict the reactants needed to synthesize it. The reactants are: CC(C)N.O=C(O)c1cc[nH]c1. (2) Given the product O=S(=O)(O)c1ccc(NCc2ccc(Cl)cc2Cl)cc1, predict the reactants needed to synthesize it. The reactants are: ClCc1ccc(Cl)cc1Cl.Nc1ccc(S(=O)(=O)O)cc1. (3) The reactants are: C1CCC(OCC2=NOC(CN3CCOCC3)C2)OC1. Given the product OCC1=NOC(CN2CCOCC2)C1, predict the reactants needed to synthesize it. (4) The reactants are: COc1ccc(Cn2cc(-c3cc4n(-c5cc(NC(=O)c6cc(N7CCOCC7)cc(S(F)(F)(F)(F)F)c6)ccc5C)ccn4n3)cn2)cc1. Given the product Cc1ccc(NC(=O)c2cc(N3CCOCC3)cc(S(F)(F)(F)(F)F)c2)cc1-n1ccn2nc(-c3cn[nH]c3)cc12, predict the reactants needed to synthesize it.